This data is from Peptide-MHC class II binding affinity with 134,281 pairs from IEDB. The task is: Regression. Given a peptide amino acid sequence and an MHC pseudo amino acid sequence, predict their binding affinity value. This is MHC class II binding data. (1) The peptide sequence is KYRWLNLSANGDLRL. The MHC is DRB1_0405 with pseudo-sequence DRB1_0405. The binding affinity (normalized) is 0.846. (2) The peptide sequence is EIDSADKSGCIHNHD. The MHC is DRB1_1501 with pseudo-sequence DRB1_1501. The binding affinity (normalized) is 0.102. (3) The peptide sequence is RTLILLMLTNPTKRN. The MHC is DRB3_0101 with pseudo-sequence DRB3_0101. The binding affinity (normalized) is 0.153. (4) The peptide sequence is LVNSSQPWEPLQLHV. The MHC is DRB1_0701 with pseudo-sequence DRB1_0701. The binding affinity (normalized) is 0.165. (5) The peptide sequence is FMVAMFLAVAVVLGL. The MHC is HLA-DPA10201-DPB10501 with pseudo-sequence HLA-DPA10201-DPB10501. The binding affinity (normalized) is 0.211. (6) The peptide sequence is AFILDGNNLFPKV. The MHC is DRB3_0101 with pseudo-sequence DRB3_0101. The binding affinity (normalized) is 0.929.